From a dataset of HIV replication inhibition screening data with 41,000+ compounds from the AIDS Antiviral Screen. Binary Classification. Given a drug SMILES string, predict its activity (active/inactive) in a high-throughput screening assay against a specified biological target. (1) The drug is CC1=C(C(=O)Nc2cccc(C(F)(F)F)c2)C(c2ccc(O)cc2)C(C(=O)Nc2cccc(C(F)(F)F)c2)=C(C)N1. The result is 0 (inactive). (2) The molecule is S=C1SCN2CCN3CSC(=S)N(CCN1C2)C3. The result is 0 (inactive). (3) The compound is Cn1c(=O)c2c(nc(NCC[N+](C)(C)C)n2C)n(C)c1=O. The result is 0 (inactive). (4) The drug is CN(C)CC1CN=C(NC(=O)Nc2ccccc2)O1. The result is 0 (inactive). (5) The molecule is O=S(=O)(O)c1ccc2c(NN=Nc3ccc(N=NNc4cccc5cc(S(=O)(=O)O)ccc45)cc3)cccc2c1.[NaH]. The result is 0 (inactive). (6) The result is 0 (inactive). The compound is O=C(O)CCC(CCC(=O)O)(C(=O)O)c1ccccc1.